From a dataset of Forward reaction prediction with 1.9M reactions from USPTO patents (1976-2016). Predict the product of the given reaction. (1) Given the reactants BrBr.[K+].[Br-:4].[CH2:5]([C:7]1[CH:8]=[CH:9][C:10]([CH:13]=[CH2:14])=[N:11][CH:12]=1)[CH3:6].[OH2:15], predict the reaction product. The product is: [Br:4][CH2:14][CH:13]([C:10]1[CH:9]=[CH:8][C:7]([CH2:5][CH3:6])=[CH:12][N:11]=1)[OH:15]. (2) Given the reactants Br[CH2:2][C:3]1[N:4]([CH3:28])[C:5]2[C:10]([N:11]=1)=[C:9]([N:12]1[CH2:17][CH2:16][O:15][CH2:14][CH2:13]1)[N:8]=[C:7]([N:18]1[C:22]3[CH:23]=[CH:24][CH:25]=[CH:26][C:21]=3[N:20]=[C:19]1[CH3:27])[N:6]=2.[CH3:29][C:30]1([OH:37])[CH2:36][CH2:35][CH2:34][NH:33][CH2:32][CH2:31]1, predict the reaction product. The product is: [CH3:29][C:30]1([OH:37])[CH2:36][CH2:35][CH2:34][N:33]([CH2:2][C:3]2[N:4]([CH3:28])[C:5]3[C:10]([N:11]=2)=[C:9]([N:12]2[CH2:17][CH2:16][O:15][CH2:14][CH2:13]2)[N:8]=[C:7]([N:18]2[C:22]4[CH:23]=[CH:24][CH:25]=[CH:26][C:21]=4[N:20]=[C:19]2[CH3:27])[N:6]=3)[CH2:32][CH2:31]1.